From a dataset of Reaction yield outcomes from USPTO patents with 853,638 reactions. Predict the reaction yield, written as a fraction of the theoretical maximum amount of product (1.0 means a 100% yield; for example, 0.34 means a 34% yield). (1) The reactants are [CH:1]1([N:4]2[CH2:12][C:11]3[C:6](=[CH:7][CH:8]=[C:9](B4OC(C)(C)C(C)(C)O4)[CH:10]=3)[C:5]2=[O:22])[CH2:3][CH2:2]1.Br[C:24]1[CH:38]=[CH:37][C:27]([CH2:28][N:29]2[CH2:33][C:32](=[O:34])[N:31]([CH3:35])[C:30]2=[O:36])=[CH:26][CH:25]=1.C1(P(C2CCCCC2)C2CCCCC2)CCCCC1.P([O-])([O-])([O-])=O.[K+].[K+].[K+]. The catalyst is O1CCOCC1.O. The product is [CH:1]1([N:4]2[CH2:12][C:11]3[C:6](=[CH:7][CH:8]=[C:9]([C:24]4[CH:38]=[CH:37][C:27]([CH2:28][N:29]5[CH2:33][C:32](=[O:34])[N:31]([CH3:35])[C:30]5=[O:36])=[CH:26][CH:25]=4)[CH:10]=3)[C:5]2=[O:22])[CH2:2][CH2:3]1. The yield is 0.550. (2) The yield is 0.950. The catalyst is O1CCOCC1.C1C=CC(/C=C/C(/C=C/C2C=CC=CC=2)=O)=CC=1.C1C=CC(/C=C/C(/C=C/C2C=CC=CC=2)=O)=CC=1.C1C=CC(/C=C/C(/C=C/C2C=CC=CC=2)=O)=CC=1.[Pd].[Pd]. The reactants are [C:1]([N:9]1[CH2:22][CH2:21][C:20]2[C:19]3[C:18](B4OC(C)(C)C(C)(C)O4)=[CH:17][CH:16]=[CH:15][C:14]=3[NH:13][C:12]=2[CH2:11][CH2:10]1)(=[O:8])[C:2]1[CH:7]=[CH:6][CH:5]=[CH:4][CH:3]=1.P([O-])([O-])([O-])=O.[K+].[K+].[K+].Br[C:41]1[CH:46]=[CH:45][CH:44]=[CH:43][C:42]=1[C:47]([F:50])([F:49])[F:48].COP(OC)OC. The product is [C:1]([N:9]1[CH2:22][CH2:21][C:20]2[C:19]3[C:18]([C:41]4[CH:46]=[CH:45][CH:44]=[CH:43][C:42]=4[C:47]([F:50])([F:49])[F:48])=[CH:17][CH:16]=[CH:15][C:14]=3[NH:13][C:12]=2[CH2:11][CH2:10]1)(=[O:8])[C:2]1[CH:3]=[CH:4][CH:5]=[CH:6][CH:7]=1. (3) The reactants are [OH:1][C:2]1([C:9]2[CH:14]=[CH:13][CH:12]=[C:11]([O:15][CH3:16])[CH:10]=2)[CH2:7][CH2:6][C:5](=[O:8])[CH2:4][CH2:3]1.[BH4-].[Na+].O. The catalyst is CO. The product is [OH:1][C:2]1([C:9]2[CH:14]=[CH:13][CH:12]=[C:11]([O:15][CH3:16])[CH:10]=2)[CH2:7][CH2:6][CH:5]([OH:8])[CH2:4][CH2:3]1. The yield is 1.00. (4) The reactants are C([C@@H]1C[C@H](O)C[C@@H]1C([N:11]([C:13]1[N:14]=[C:15]2[CH:21]=[CH:20][N:19]([S:22]([C:25]3[CH:31]=[CH:30][C:28]([CH3:29])=[CH:27][CH:26]=3)(=[O:24])=[O:23])[C:16]2=[N:17][CH:18]=1)[NH2:12])=O)C.[OH:32][C:33]1[CH:40]=[CH:39][C:36]([C:37]#[N:38])=[CH:35][CH:34]=1.[C:41]1(P([C:41]2[CH:46]=[CH:45][CH:44]=[CH:43][CH:42]=2)[C:41]2[CH:46]=[CH:45][CH:44]=[CH:43][CH:42]=2)[CH:46]=[CH:45][CH:44]=[CH:43][CH:42]=1.CCOC(/N=N/C([O:69][CH2:70][CH3:71])=O)=O. The catalyst is C1COCC1. The product is [C:37]([C:36]1[CH:39]=[CH:40][C:33]([O:32][C@H:46]2[CH2:45][C@H:71]([C:70]([NH:12][NH:11][C:13]3[N:14]=[C:15]4[CH:21]=[CH:20][N:19]([S:22]([C:25]5[CH:31]=[CH:30][C:28]([CH3:29])=[CH:27][CH:26]=5)(=[O:24])=[O:23])[C:16]4=[N:17][CH:18]=3)=[O:69])[C@H:42]([CH2:43][CH3:44])[CH2:41]2)=[CH:34][CH:35]=1)#[N:38]. The yield is 0.880. (5) The reactants are [C:1]1([C:14](O)=[O:15])[C:13]2[CH2:12][C:11]3[C:6](=[CH:7][CH:8]=[CH:9][CH:10]=3)[C:5]=2[CH:4]=[CH:3][CH:2]=1.C(Cl)(=O)C(Cl)=O.CN(C)C=O.[N:28]1[CH:33]=[CH:32][CH:31]=[C:30]([C:34]2[CH:35]=[C:36]([NH2:40])[CH:37]=[CH:38][CH:39]=2)[N:29]=1. The catalyst is ClCCl.N1C=CC=CC=1. The product is [N:28]1[CH:33]=[CH:32][CH:31]=[C:30]([C:34]2[CH:35]=[C:36]([NH:40][C:14]([C:1]3[C:13]4[CH2:12][C:11]5[C:6](=[CH:7][CH:8]=[CH:9][CH:10]=5)[C:5]=4[CH:4]=[CH:3][CH:2]=3)=[O:15])[CH:37]=[CH:38][CH:39]=2)[N:29]=1. The yield is 0.138. (6) The reactants are [CH:1]1([C:4]([N:6]2[CH2:10][CH2:9][C@@H:8]([CH2:11][N:12]3[C:16]([C:17]4[CH:22]=[CH:21][C:20]([C:23]5[CH:28]=[CH:27][C:26]([F:29])=[CH:25][CH:24]=5)=[CH:19][CH:18]=4)=[N:15][NH:14][C:13]3=[O:30])[CH2:7]2)=[O:5])[CH2:3][CH2:2]1.Cl[CH2:32][C:33]([N:35]1[CH2:39][CH2:38][CH2:37][CH2:36]1)=[O:34].C([O-])([O-])=O.[K+].[K+]. The catalyst is CN(C=O)C.CCOC(C)=O. The product is [CH:1]1([C:4]([N:6]2[CH2:10][CH2:9][C@@H:8]([CH2:11][N:12]3[C:16]([C:17]4[CH:22]=[CH:21][C:20]([C:23]5[CH:24]=[CH:25][C:26]([F:29])=[CH:27][CH:28]=5)=[CH:19][CH:18]=4)=[N:15][N:14]([CH2:32][C:33](=[O:34])[N:35]4[CH2:39][CH2:38][CH2:37][CH2:36]4)[C:13]3=[O:30])[CH2:7]2)=[O:5])[CH2:3][CH2:2]1. The yield is 0.800. (7) The reactants are [CH3:1]C1(C)CCCNC1=O.[CH3:10][C:11]1([CH3:18])[NH:16][C:15](=[O:17])[CH2:14][CH2:13][CH2:12]1.[H-].[Na+].CI. The catalyst is C1COCC1. The product is [CH3:1][N:16]1[C:11]([CH3:18])([CH3:10])[CH2:12][CH2:13][CH2:14][C:15]1=[O:17]. The yield is 0.470. (8) The reactants are C([O:5][C:6]([C:8]1[O:9][C:10]2[CH:17]=[CH:16][C:15]([C:18]#[N:19])=[C:14]([O:20][CH3:21])[C:11]=2[C:12]=1[CH3:13])=[O:7])(C)(C)C.C(O)(C(F)(F)F)=O.ClCCl. No catalyst specified. The product is [C:18]([C:15]1[CH:16]=[CH:17][C:10]2[O:9][C:8]([C:6]([OH:7])=[O:5])=[C:12]([CH3:13])[C:11]=2[C:14]=1[O:20][CH3:21])#[N:19]. The yield is 1.00.